From a dataset of NCI-60 drug combinations with 297,098 pairs across 59 cell lines. Regression. Given two drug SMILES strings and cell line genomic features, predict the synergy score measuring deviation from expected non-interaction effect. Drug 2: CC12CCC3C(C1CCC2O)C(CC4=C3C=CC(=C4)O)CCCCCCCCCS(=O)CCCC(C(F)(F)F)(F)F. Drug 1: CC1=C(C=C(C=C1)NC2=NC=CC(=N2)N(C)C3=CC4=NN(C(=C4C=C3)C)C)S(=O)(=O)N.Cl. Synergy scores: CSS=1.60, Synergy_ZIP=5.88, Synergy_Bliss=1.28, Synergy_Loewe=-1.14, Synergy_HSA=-0.311. Cell line: DU-145.